From a dataset of Catalyst prediction with 721,799 reactions and 888 catalyst types from USPTO. Predict which catalyst facilitates the given reaction. (1) Reactant: [C:1]([O:4][CH2:5][CH:6](Br)[F:7])(=O)[CH3:2].[CH2:9]1C[O:12][CH2:11][CH2:10]1.C(OCC(Br)F)(=[O:16])C.C1COCC1.C(OC(C)C)(C)C. Product: [F:7][CH:6]([CH:11]([OH:12])[CH2:10][CH3:9])[C:5]([O:4][CH2:1][CH3:2])=[O:16]. The catalyst class is: 6. (2) Reactant: [CH2:1]([O:3][C:4]1[C:5]([B:13]2[O:17][C:16]([CH3:19])(C)C(C)(C)[O:14]2)=[C:6]([C:9]([F:12])=[CH:10][CH:11]=1)C=O)[CH3:2].[OH-].[Na+].[N+:24](C)([O-:26])=[O:25].Cl. Product: [CH2:1]([O:3][C:4]1[C:5]2[B:13]([OH:14])[O:17][CH:16]([CH2:19][N+:24]([O-:26])=[O:25])[C:6]=2[C:9]([F:12])=[CH:10][CH:11]=1)[CH3:2]. The catalyst class is: 6. (3) Reactant: [NH2:1][C:2]([C:4]1([NH:9][C:10](=O)[C:11]2[CH:16]=[CH:15][CH:14]=[CH:13][C:12]=2[Cl:17])[CH2:8][CH2:7][CH2:6][CH2:5]1)=[O:3].[OH-].[Na+].Cl. Product: [Cl:17][C:12]1[CH:13]=[CH:14][CH:15]=[CH:16][C:11]=1[C:10]1[NH:1][C:2](=[O:3])[C:4]2([CH2:8][CH2:7][CH2:6][CH2:5]2)[N:9]=1. The catalyst class is: 100.